Dataset: Catalyst prediction with 721,799 reactions and 888 catalyst types from USPTO. Task: Predict which catalyst facilitates the given reaction. (1) Reactant: [C:1]([C:5]1[CH:6]=[C:7]([CH:10]=[C:11]([C:14]([CH3:17])([CH3:16])[CH3:15])[C:12]=1[OH:13])[CH:8]=[O:9])([CH3:4])([CH3:3])[CH3:2].[CH2:18]([N:22]=[C:23]=[O:24])[CH2:19][CH2:20][CH3:21]. Product: [CH2:18]([NH:22][C:23]([O:13][C:12]1[C:5]([C:1]([CH3:4])([CH3:3])[CH3:2])=[CH:6][C:7]([CH:8]=[O:9])=[CH:10][C:11]=1[C:14]([CH3:17])([CH3:16])[CH3:15])=[O:24])[CH2:19][CH2:20][CH3:21]. The catalyst class is: 3. (2) Reactant: OC(C(F)(F)F)=O.OC(C(F)(F)F)=O.[CH3:15][NH:16][C:17]1[N:22]=[C:21]([C:23]2[C:24]([O:29][C:30]3[CH:35]=[CH:34][C:33]([NH:36][C:37]([NH2:39])=[NH:38])=[CH:32][CH:31]=3)=[N:25][CH:26]=[CH:27][CH:28]=2)[CH:20]=[CH:19][N:18]=1.C(=O)([O-])[O-].[K+].[K+].Br[CH:47]([CH3:56])[C:48]([C:50]1[CH:55]=[CH:54][CH:53]=[CH:52][CH:51]=1)=O.CO.O. Product: [CH3:15][NH:16][C:17]1[N:22]=[C:21]([C:23]2[C:24]([O:29][C:30]3[CH:35]=[CH:34][C:33]([NH:36][C:37]4[NH:39][C:47]([CH3:56])=[C:48]([C:50]5[CH:55]=[CH:54][CH:53]=[CH:52][CH:51]=5)[N:38]=4)=[CH:32][CH:31]=3)=[N:25][CH:26]=[CH:27][CH:28]=2)[CH:20]=[CH:19][N:18]=1. The catalyst class is: 16. (3) Reactant: [CH2:1]([O:3][C@@H:4]([CH2:10][C:11]1[CH:16]=[CH:15][C:14]([OH:17])=[CH:13][CH:12]=1)[C:5]([O:7][CH2:8][CH3:9])=[O:6])[CH3:2].Br[CH2:19][C:20]([C:22]1[CH:27]=[CH:26][CH:25]=[C:24]([O:28][CH3:29])[CH:23]=1)=[O:21].C(=O)([O-])[O-].[K+].[K+]. Product: [CH2:1]([O:3][C@@H:4]([CH2:10][C:11]1[CH:12]=[CH:13][C:14]([O:17][CH2:19][C:20]([C:22]2[CH:27]=[CH:26][CH:25]=[C:24]([O:28][CH3:29])[CH:23]=2)=[O:21])=[CH:15][CH:16]=1)[C:5]([O:7][CH2:8][CH3:9])=[O:6])[CH3:2]. The catalyst class is: 21. (4) Reactant: [Cr]([Cl:5])([O-])(=O)=O.[NH+]1C=CC=CC=1.Cl[C:13]1[CH:18]=[CH:17][CH:16]=[C:15]([CH2:19][OH:20])[C:14]=1[NH:21][C:22](=[O:27])[C:23]([CH3:26])([CH3:25])[CH3:24]. Product: [Cl:5][C:18]1[CH:17]=[CH:16][C:15]([CH:19]=[O:20])=[C:14]([NH:21][C:22](=[O:27])[C:23]([CH3:26])([CH3:25])[CH3:24])[CH:13]=1. The catalyst class is: 2.